Dataset: Retrosynthesis with 50K atom-mapped reactions and 10 reaction types from USPTO. Task: Predict the reactants needed to synthesize the given product. (1) The reactants are: CNC.Cn1nc(NS(C)(=O)=O)c2c(Cl)ccc(-c3ccc(C#CC(C)(C)O)nc3[C@H](Cc3cc(F)cc(F)c3)NC(=O)Cn3nc(C(=O)[O-])c4c3C(F)(F)[C@@H]3C[C@H]43)c21. Given the product CN(C)C(=O)c1nn(CC(=O)N[C@@H](Cc2cc(F)cc(F)c2)c2nc(C#CC(C)(C)O)ccc2-c2ccc(Cl)c3c(NS(C)(=O)=O)nn(C)c23)c2c1[C@H]1C[C@H]1C2(F)F, predict the reactants needed to synthesize it. (2) Given the product O=C(COc1cc(Br)ccc1F)NC1CC1, predict the reactants needed to synthesize it. The reactants are: O=C(CCl)NC1CC1.Oc1cc(Br)ccc1F. (3) Given the product Cn1c(C(F)(F)F)cc(=O)n(-c2ccc(O)cc2)c1=O, predict the reactants needed to synthesize it. The reactants are: COc1ccc(-n2c(=O)cc(C(F)(F)F)n(C)c2=O)cc1.